This data is from Full USPTO retrosynthesis dataset with 1.9M reactions from patents (1976-2016). The task is: Predict the reactants needed to synthesize the given product. (1) Given the product [CH2:1]([O:3][C:4](=[O:20])[CH2:5][CH:6]1[O:10][B:9]([OH:11])[C:8]2[CH:12]=[C:13]([O:19][C:28]3[CH:33]=[N:32][C:31]([C:34](=[O:35])[NH2:36])=[CH:30][N:29]=3)[CH:14]=[C:15]([CH3:16])[C:7]1=2)[CH3:2], predict the reactants needed to synthesize it. The reactants are: [CH2:1]([O:3][C:4](=[O:20])[CH2:5][CH:6]1[O:10][B:9]([OH:11])[C:8]2[CH:12]=[C:13]([OH:19])[CH:14]=[C:15]([CH2:16]OC)[C:7]1=2)[CH3:2].C([O-])([O-])=O.[Cs+].[Cs+].Br[C:28]1[N:29]=[CH:30][C:31]([C:34]([NH2:36])=[O:35])=[N:32][CH:33]=1. (2) Given the product [NH2:18][C:10]1[O:11][C@H:12]([C:14]([F:17])([F:16])[F:15])[CH2:13][C@:8]([C:6]2[N:7]=[C:2]([NH:32][C:30](=[O:31])[C:27]3[CH:26]=[CH:25][C:24]([C:22]#[N:23])=[CH:29][N:28]=3)[CH:3]=[CH:4][C:5]=2[F:21])([CH2:19][F:20])[N:9]=1, predict the reactants needed to synthesize it. The reactants are: Br[C:2]1[N:7]=[C:6]([C@:8]2([CH2:19][F:20])[CH2:13][C@@H:12]([C:14]([F:17])([F:16])[F:15])[O:11][C:10]([NH2:18])=[N:9]2)[C:5]([F:21])=[CH:4][CH:3]=1.[C:22]([C:24]1[CH:25]=[CH:26][C:27]([C:30]([NH2:32])=[O:31])=[N:28][CH:29]=1)#[N:23].C(=O)([O-])[O-].[Cs+].[Cs+].C1(P(C2C=CC=CC=2)C2C3OC4C(=CC=CC=4P(C4C=CC=CC=4)C4C=CC=CC=4)C(C)(C)C=3C=CC=2)C=CC=CC=1.